From a dataset of Forward reaction prediction with 1.9M reactions from USPTO patents (1976-2016). Predict the product of the given reaction. (1) Given the reactants [Cl:1][C:2]1[C:11]2[C:6](=[CH:7][C:8]([C:13]3[CH:18]=[CH:17][C:16]([O:19]C)=[CH:15][CH:14]=3)=[CH:9][C:10]=2[Cl:12])[CH:5]=[CH:4][C:3]=1[OH:21].B(Br)(Br)Br, predict the reaction product. The product is: [Cl:1][C:2]1[C:11]2[C:6](=[CH:7][C:8]([C:13]3[CH:14]=[CH:15][C:16]([OH:19])=[CH:17][CH:18]=3)=[CH:9][C:10]=2[Cl:12])[CH:5]=[CH:4][C:3]=1[OH:21]. (2) Given the reactants [C:1]([C:3]1[CH:4]=[CH:5][C:6]([O:12][C:13]([F:16])([F:15])[F:14])=[C:7]([CH:11]=1)[C:8]([OH:10])=[O:9])#[CH:2].Br[C:18]1[CH:26]=[CH:25][C:21]([C:22]([NH2:24])=[O:23])=[CH:20][C:19]=1[CH3:27].CCCC[N+](CCCC)(CCCC)CCCC.[F-], predict the reaction product. The product is: [C:22]([C:21]1[CH:25]=[CH:26][C:18]([C:2]#[C:1][C:3]2[CH:4]=[CH:5][C:6]([O:12][C:13]([F:14])([F:15])[F:16])=[C:7]([CH:11]=2)[C:8]([OH:10])=[O:9])=[C:19]([CH3:27])[CH:20]=1)(=[O:23])[NH2:24]. (3) Given the reactants Cl[C:2]1[N:7]=[C:6]([O:8][CH3:9])[N:5]=[C:4]([NH:10][N:11]=[C:12]([C:14]2[CH:19]=[CH:18][C:17]([N:20]([CH3:22])[CH3:21])=[CH:16][CH:15]=2)[CH3:13])[CH:3]=1.[C:23]1(B(O)O)[CH:28]=[CH:27][CH:26]=[CH:25][CH:24]=1.[Cl-].CC1C=C(C)C=C(C)C=1[N+]1C=CN(C2C(C)=CC(C)=CC=2C)C=1.C(=O)([O-])[O-].[Cs+].[Cs+], predict the reaction product. The product is: [CH3:9][O:8][C:6]1[N:5]=[C:4]([NH:10][N:11]=[C:12]([C:14]2[CH:19]=[CH:18][C:17]([N:20]([CH3:22])[CH3:21])=[CH:16][CH:15]=2)[CH3:13])[CH:3]=[C:2]([C:23]2[CH:28]=[CH:27][CH:26]=[CH:25][CH:24]=2)[N:7]=1. (4) Given the reactants C(OC([NH:8][CH2:9][CH2:10][CH2:11][CH2:12][CH2:13][CH3:14])=O)(C)(C)C.Cl.[OH:16][C:17]1[CH:28]=[C:27]2[C:20]([NH:21][CH:22]=[C:23]2[CH2:24][CH2:25][NH2:26])=[CH:19][CH:18]=1.C(N(CC)CC)C.C([O:38]C(=O)C)C, predict the reaction product. The product is: [NH2:8][CH2:9][CH2:10][CH2:11][CH2:12][CH2:13][C:14]([NH:26][CH2:25][CH2:24][C:23]1[C:27]2[C:20](=[CH:19][CH:18]=[C:17]([OH:16])[CH:28]=2)[NH:21][CH:22]=1)=[O:38].